From a dataset of Full USPTO retrosynthesis dataset with 1.9M reactions from patents (1976-2016). Predict the reactants needed to synthesize the given product. Given the product [CH3:21][O:22][C:23]1[CH:28]=[C:27]([C:2]2[S:6][C:5]([C:7]([N:9]([CH3:20])[C:10]3[CH:15]=[CH:14][CH:13]=[C:12]([C:16]([F:19])([F:18])[F:17])[CH:11]=3)=[O:8])=[CH:4][CH:3]=2)[CH:26]=[CH:25][CH:24]=1, predict the reactants needed to synthesize it. The reactants are: Br[C:2]1[S:6][C:5]([C:7]([N:9]([CH3:20])[C:10]2[CH:15]=[CH:14][CH:13]=[C:12]([C:16]([F:19])([F:18])[F:17])[CH:11]=2)=[O:8])=[CH:4][CH:3]=1.[CH3:21][O:22][C:23]1[CH:24]=[C:25](B(O)O)[CH:26]=[CH:27][CH:28]=1.